From a dataset of Catalyst prediction with 721,799 reactions and 888 catalyst types from USPTO. Predict which catalyst facilitates the given reaction. The catalyst class is: 6. Reactant: C(OC([N:8]1[CH2:12][C@@H:11]([CH2:13][N:14]([CH:31]([CH3:33])[CH3:32])[C:15](=[O:30])[C:16]2[CH:21]=[CH:20][C:19]([O:22][CH3:23])=[C:18]([O:24][CH2:25][CH2:26][CH2:27][O:28][CH3:29])[CH:17]=2)[C@H:10](O)[CH2:9]1)=O)(C)(C)C.[N:35]([C:38]1[CH:43]=[CH:42][CH:41]=[C:40]([O:44][CH3:45])[CH:39]=1)=[C:36]=[O:37].CC#N.[OH2:49].CC#N. Product: [CH:31]([N:14]([CH2:13][C@@H:11]1[CH2:12][NH:8][CH2:9][C@H:10]1[O:37][C:36](=[O:49])[NH:35][C:38]1[CH:43]=[CH:42][CH:41]=[C:40]([O:44][CH3:45])[CH:39]=1)[C:15](=[O:30])[C:16]1[CH:21]=[CH:20][C:19]([O:22][CH3:23])=[C:18]([O:24][CH2:25][CH2:26][CH2:27][O:28][CH3:29])[CH:17]=1)([CH3:33])[CH3:32].